Dataset: Plasma protein binding rate (PPBR) regression data from AstraZeneca. Task: Regression/Classification. Given a drug SMILES string, predict its absorption, distribution, metabolism, or excretion properties. Task type varies by dataset: regression for continuous measurements (e.g., permeability, clearance, half-life) or binary classification for categorical outcomes (e.g., BBB penetration, CYP inhibition). For this dataset (ppbr_az), we predict Y. The molecule is Cc1ccc2c(c1)c(-c1ccnc3c(F)cccc13)c(C)n2CC(=O)O. The Y is 99.1 %.